This data is from Forward reaction prediction with 1.9M reactions from USPTO patents (1976-2016). The task is: Predict the product of the given reaction. (1) Given the reactants Br[C:2]1[CH:3]=[C:4]2[C:8](=[CH:9][CH:10]=1)[N:7](C(OC(C)(C)C)=O)[CH:6]=[CH:5]2.C([O-])([O-])=O.[Cs+].[Cs+].[NH:24]1[CH2:31][CH2:30][CH2:29][C@H:25]1C(O)=O.N1CCCC1, predict the reaction product. The product is: [N:24]1([C:2]2[CH:3]=[C:4]3[C:8](=[CH:9][CH:10]=2)[NH:7][CH:6]=[CH:5]3)[CH2:31][CH2:30][CH2:29][CH2:25]1. (2) Given the reactants [CH:1]1([CH:4]([C:11]2[CH:16]=[C:15]([N:17]([CH2:19][C:20]3[CH:25]=[CH:24][C:23]([C:26]4[CH:31]=[C:30]([O:32][CH3:33])[CH:29]=[CH:28][C:27]=4[F:34])=[C:22]([O:35][CH2:36][CH:37]([CH3:39])[CH3:38])[N:21]=3)[CH3:18])[N:14]=[CH:13][N:12]=2)[CH2:5][C:6]([O:8]CC)=[O:7])[CH2:3][CH2:2]1.[OH-].[Na+].Cl, predict the reaction product. The product is: [CH:1]1([CH:4]([C:11]2[CH:16]=[C:15]([N:17]([CH2:19][C:20]3[CH:25]=[CH:24][C:23]([C:26]4[CH:31]=[C:30]([O:32][CH3:33])[CH:29]=[CH:28][C:27]=4[F:34])=[C:22]([O:35][CH2:36][CH:37]([CH3:39])[CH3:38])[N:21]=3)[CH3:18])[N:14]=[CH:13][N:12]=2)[CH2:5][C:6]([OH:8])=[O:7])[CH2:3][CH2:2]1. (3) Given the reactants [C@@H:1]1([N:10]2[CH:17]=[CH:16][C:14](=[O:15])[NH:13][C:11]2=[O:12])[O:7][C@H:6]([CH2:8][OH:9])[C@@H:4]([OH:5])[C@@H:2]1[OH:3].[I:18]I.[N+]([O-])(O)=O, predict the reaction product. The product is: [C@@H:1]1([N:10]2[CH:17]=[C:16]([I:18])[C:14](=[O:15])[NH:13][C:11]2=[O:12])[O:7][C@H:6]([CH2:8][OH:9])[C@@H:4]([OH:5])[C@@H:2]1[OH:3]. (4) Given the reactants [Br:1][C:2]1[CH:3]=[C:4]([C:24]#[N:25])[C:5]([C:15]2[CH:20]=[C:19]([F:21])[CH:18]=[CH:17][C:16]=2[O:22][CH3:23])=[C:6]([C:8]2[CH:13]=[CH:12][C:11]([OH:14])=[CH:10][CH:9]=2)[CH:7]=1.[NH2:26][OH:27], predict the reaction product. The product is: [Br:1][C:2]1[CH:3]=[C:4]([C:24](=[N:26][OH:27])[NH2:25])[C:5]([C:15]2[CH:20]=[C:19]([F:21])[CH:18]=[CH:17][C:16]=2[O:22][CH3:23])=[C:6]([C:8]2[CH:13]=[CH:12][C:11]([OH:14])=[CH:10][CH:9]=2)[CH:7]=1. (5) Given the reactants C1(C)C=CC(S(O)(=O)=O)=CC=1.[CH3:12][O:13][C:14]([C:16]1[CH:17]=[C:18]([CH3:41])[C:19]2[O:25][C:24]3[C:26]([Cl:37])=[CH:27][C:28]([N:30]([CH2:34][CH2:35][OH:36])[CH2:31][CH2:32]O)=[CH:29][C:23]=3[CH2:22][S:21](=[O:39])(=[O:38])[C:20]=2[CH:40]=1)=[O:15].C(=O)(O)[O-], predict the reaction product. The product is: [CH3:12][O:13][C:14]([C:16]1[CH:17]=[C:18]([CH3:41])[C:19]2[O:25][C:24]3[C:26]([Cl:37])=[CH:27][C:28]([N:30]4[CH2:31][CH2:32][O:36][CH2:35][CH2:34]4)=[CH:29][C:23]=3[CH2:22][S:21](=[O:38])(=[O:39])[C:20]=2[CH:40]=1)=[O:15]. (6) Given the reactants [C:1]1([C@@H:7]([OH:11])[CH2:8][C:9]#[N:10])[CH:6]=[CH:5][CH:4]=[CH:3][CH:2]=1, predict the reaction product. The product is: [C:1]1([C@@H:7]([OH:11])[CH2:8][CH2:9][NH2:10])[CH:6]=[CH:5][CH:4]=[CH:3][CH:2]=1. (7) Given the reactants I[C:2]1[CH:3]=[N:4][CH:5]=[CH:6][CH:7]=1.[Cl:8][C:9]1[CH:10]=[C:11]([SH:16])[CH:12]=[C:13]([Cl:15])[CH:14]=1.CC(C)([O-])C.[K+].C(OCC)(=O)C, predict the reaction product. The product is: [Cl:8][C:9]1[CH:10]=[C:11]([S:16][C:2]2[CH:3]=[N:4][CH:5]=[CH:6][CH:7]=2)[CH:12]=[C:13]([Cl:15])[CH:14]=1.